From a dataset of Reaction yield outcomes from USPTO patents with 853,638 reactions. Predict the reaction yield, written as a fraction of the theoretical maximum amount of product (1.0 means a 100% yield; for example, 0.34 means a 34% yield). (1) The reactants are [NH2:1][C:2]1[N:7]=[CH:6][N:5]=[C:4]2[N:8]([CH2:16][C:17]([N:19]3[CH2:24][CH2:23][N:22]([C:25]4[CH:30]=[CH:29][C:28]([Cl:31])=[C:27]([O:32][CH3:33])[CH:26]=4)[CH2:21][CH2:20]3)=[O:18])[N:9]=[C:10]([C:11]3[NH:12][CH:13]=[CH:14][N:15]=3)[C:3]=12.O.[ClH:35]. The catalyst is CC(C)=O. The product is [ClH:31].[ClH:35].[NH2:1][C:2]1[N:7]=[CH:6][N:5]=[C:4]2[N:8]([CH2:16][C:17]([N:19]3[CH2:20][CH2:21][N:22]([C:25]4[CH:30]=[CH:29][C:28]([Cl:31])=[C:27]([O:32][CH3:33])[CH:26]=4)[CH2:23][CH2:24]3)=[O:18])[N:9]=[C:10]([C:11]3[NH:15][CH:14]=[CH:13][N:12]=3)[C:3]=12. The yield is 0.800. (2) The reactants are C(Cl)(=O)C(Cl)=O.CS(C)=O.[CH:11]([N:24]1[CH2:27][CH:26]([OH:28])[CH2:25]1)([C:18]1[CH:23]=[CH:22][CH:21]=[CH:20][CH:19]=1)[C:12]1[CH:17]=[CH:16][CH:15]=[CH:14][CH:13]=1.C(N(CC)CC)C.Cl.[OH-].[Na+]. The catalyst is ClCCl. The product is [CH:11]([N:24]1[CH2:27][C:26](=[O:28])[CH2:25]1)([C:18]1[CH:23]=[CH:22][CH:21]=[CH:20][CH:19]=1)[C:12]1[CH:13]=[CH:14][CH:15]=[CH:16][CH:17]=1. The yield is 0.740. (3) The reactants are [CH:1]1[C:9]2[C:8]3[CH:10]=[CH:11][CH:12]=[CH:13][C:7]=3[O:6][C:5]=2[CH:4]=[CH:3][CH:2]=1.C(O)(=O)C.[Br:18]Br. The catalyst is O. The product is [Br:18][C:2]1[CH:3]=[CH:4][C:5]2[O:6][C:7]3[CH:13]=[CH:12][CH:11]=[CH:10][C:8]=3[C:9]=2[CH:1]=1. The yield is 0.310. (4) The reactants are [C:1]([NH:9][C:10]1[CH:15]=[CH:14][C:13]([C:16]2[CH:24]=[C:23]3[C:19]([CH2:20][N:21]([C@@H:26]([CH:31]([CH3:33])[CH3:32])[C:27]([O:29][CH3:30])=[O:28])[C:22]3=[O:25])=[CH:18][CH:17]=2)=[CH:12][CH:11]=1)(=[O:8])[C:2]1[CH:7]=[CH:6][CH:5]=[CH:4][CH:3]=1.NC1C=CC(C2C=C3C(CN([C@@H](C(C)C)C(OC)=O)C3=O)=CC=2)=CC=1.[O:59](C1C=CC(C(Cl)=O)=CC=1)[C:60]1[CH:65]=[CH:64][CH:63]=[CH:62][CH:61]=1. No catalyst specified. The product is [CH3:32][CH:31]([CH3:33])[C@H:26]([N:21]1[CH2:20][C:19]2[C:23](=[CH:24][C:16]([C:13]3[CH:12]=[CH:11][C:10]([NH:9][C:1](=[O:8])[C:2]4[CH:3]=[CH:4][C:5]([O:59][C:60]5[CH:65]=[CH:64][CH:63]=[CH:62][CH:61]=5)=[CH:6][CH:7]=4)=[CH:15][CH:14]=3)=[CH:17][CH:18]=2)[C:22]1=[O:25])[C:27]([O:29][CH3:30])=[O:28]. The yield is 0.760. (5) The reactants are [C:1]([O:5][C:6](=[O:40])[NH:7][C@H:8]([C:34]1[CH:39]=[CH:38][CH:37]=[CH:36][CH:35]=1)[CH2:9][N:10]1[C:15](=[O:16])[C:14]([NH:17][C:18](=[O:23])[CH2:19][CH2:20][CH2:21]Cl)=[CH:13][N:12]([CH2:24][C:25]2[C:30]([F:31])=[CH:29][CH:28]=[CH:27][C:26]=2[F:32])[C:11]1=[O:33])([CH3:4])([CH3:3])[CH3:2].C(=O)([O-])[O-].[K+].[K+]. The catalyst is CN(C=O)C.ClCCl. The product is [C:1]([O:5][C:6](=[O:40])[NH:7][C@H:8]([C:34]1[CH:39]=[CH:38][CH:37]=[CH:36][CH:35]=1)[CH2:9][N:10]1[C:15](=[O:16])[C:14]([N:17]2[CH2:21][CH2:20][CH2:19][C:18]2=[O:23])=[CH:13][N:12]([CH2:24][C:25]2[C:30]([F:31])=[CH:29][CH:28]=[CH:27][C:26]=2[F:32])[C:11]1=[O:33])([CH3:4])([CH3:3])[CH3:2]. The yield is 0.900. (6) The reactants are Br[C:2]1[CH:7]=[CH:6][C:5]([S:8]([N:11]([C:13]([CH3:16])([CH3:15])[CH3:14])[CH3:12])(=[O:10])=[O:9])=[CH:4][CH:3]=1.[CH3:17][O:18][C:19](=[O:35])[C:20]1[CH:25]=[CH:24][C:23](B2OC(C)(C)C(C)(C)O2)=[CH:22][CH:21]=1.C1(P(C2CCCCC2)C2CCCCC2)CCCCC1.[F-].[Cs+]. The catalyst is CC([O-])=O.CC([O-])=O.[Pd+2]. The product is [CH3:17][O:18][C:19]([C:20]1[CH:25]=[CH:24][C:23]([C:2]2[CH:7]=[CH:6][C:5]([S:8](=[O:10])(=[O:9])[N:11]([C:13]([CH3:16])([CH3:15])[CH3:14])[CH3:12])=[CH:4][CH:3]=2)=[CH:22][CH:21]=1)=[O:35]. The yield is 0.650. (7) The reactants are [CH2:1]([O:3][C:4]([C:6]1[S:14][C:13]2[CH:12]=[CH:11][N:10]=[CH:9][C:8]=2[C:7]=1OS(C(F)(F)C(F)(F)C(F)(F)C(F)(F)F)(=O)=O)=[O:5])[CH3:2].[F:32][C:33]1[CH:38]=[C:37]([S:39][CH3:40])[CH:36]=[CH:35][C:34]=1[NH2:41].CC1(C)C2C(=C(P(C3C=CC=CC=3)C3C=CC=CC=3)C=CC=2)OC2C(P(C3C=CC=CC=3)C3C=CC=CC=3)=CC=CC1=2.[O-]P([O-])([O-])=O.[K+].[K+].[K+]. The catalyst is C1(C)C=CC=CC=1.C1C=CC(/C=C/C(/C=C/C2C=CC=CC=2)=O)=CC=1.C1C=CC(/C=C/C(/C=C/C2C=CC=CC=2)=O)=CC=1.C1C=CC(/C=C/C(/C=C/C2C=CC=CC=2)=O)=CC=1.[Pd].[Pd]. The product is [CH2:1]([O:3][C:4]([C:6]1[S:14][C:13]2[CH:12]=[CH:11][N:10]=[CH:9][C:8]=2[C:7]=1[NH:41][C:34]1[CH:35]=[CH:36][C:37]([S:39][CH3:40])=[CH:38][C:33]=1[F:32])=[O:5])[CH3:2]. The yield is 0.570. (8) The reactants are [CH3:1][O:2][C:3]1[CH:4]=[C:5]([C:13]2[O:14][CH:15]=[CH:16][CH:17]=2)[CH:6]=[C:7]([O:11][CH3:12])[C:8]=1[O:9][CH3:10].C([Li])CCC.CON(C)[C:26](=[O:42])[CH:27]([O:40][CH3:41])[C:28]1[CH:33]=[CH:32][C:31]([C:34]2[O:35][C:36]([CH3:39])=[N:37][N:38]=2)=[CH:30][CH:29]=1. The catalyst is C1COCC1. The product is [CH3:41][O:40][CH:27]([C:28]1[CH:29]=[CH:30][C:31]([C:34]2[O:35][C:36]([CH3:39])=[N:37][N:38]=2)=[CH:32][CH:33]=1)[C:26]([C:15]1[O:14][C:13]([C:5]2[CH:6]=[C:7]([O:11][CH3:12])[C:8]([O:9][CH3:10])=[C:3]([O:2][CH3:1])[CH:4]=2)=[CH:17][CH:16]=1)=[O:42]. The yield is 0.290. (9) The reactants are C(O[BH-](OC(=O)C)OC(=O)C)(=O)C.[Na+].COC1C=CC([C@@H:23]([NH:25][C@@H:26]2[C:35]3[N:34]=[CH:33][CH:32]=[CH:31][C:30]=3[CH2:29][CH2:28][CH2:27]2)C)=CC=1.C=O.FC(F)(F)C(O)=O.[C:45]([OH:50])(=[O:49])[C:46]([OH:48])=[O:47]. The catalyst is ClCCl.C(O)(C)C.O. The product is [C:45]([OH:50])(=[O:49])[C:46]([OH:48])=[O:47].[CH3:23][NH:25][C@@H:26]1[C:35]2[N:34]=[CH:33][CH:32]=[CH:31][C:30]=2[CH2:29][CH2:28][CH2:27]1. The yield is 0.550.